From a dataset of Full USPTO retrosynthesis dataset with 1.9M reactions from patents (1976-2016). Predict the reactants needed to synthesize the given product. (1) Given the product [Cl:22][C:23]1[CH:24]=[C:25]2[C:29](=[CH:30][CH:31]=1)[NH:28][C:27](=[O:32])[C:26]2=[CH:20][C:3]1[NH:4][C:5]2[CH2:10][CH2:9][N:8]([CH2:11][CH2:12][N:13]3[CH2:14][CH2:15][CH2:16][CH2:17][CH2:18]3)[C:7](=[O:19])[C:6]=2[C:2]=1[CH3:1], predict the reactants needed to synthesize it. The reactants are: [CH3:1][C:2]1[C:6]2[C:7](=[O:19])[N:8]([CH2:11][CH2:12][N:13]3[CH2:18][CH2:17][CH2:16][CH2:15][CH2:14]3)[CH2:9][CH2:10][C:5]=2[NH:4][C:3]=1[CH:20]=O.[Cl:22][C:23]1[CH:24]=[C:25]2[C:29](=[CH:30][CH:31]=1)[NH:28][C:27](=[O:32])[CH2:26]2. (2) Given the product [Cl:24][C:22]1[C:23]([Si:28]([CH3:30])([CH3:29])[CH3:27])=[C:18]([C:19]([Cl:25])=[CH:20][CH:21]=1)[C:17]([NH:16][CH2:14][CH3:15])=[O:26], predict the reactants needed to synthesize it. The reactants are: [Li+].CC([N-]C(C)C)C.CCOCC.[CH2:14]([NH:16][C:17](=[O:26])[C:18]1[CH:23]=[C:22]([Cl:24])[CH:21]=[CH:20][C:19]=1[Cl:25])[CH3:15].[CH3:27][Si:28](Cl)([CH3:30])[CH3:29]. (3) Given the product [CH2:1]([C:3]1([NH:25][C:26](=[O:32])[O:27][C:28]([CH3:31])([CH3:30])[CH3:29])[CH2:4][CH2:5][CH:6]([O:9][C:10]2[N:11]=[CH:12][N:13]=[C:14]3[C:21]=2[C:20]2[C@@H:19]([CH2:22][C@H:23]([OH:24])[CH3:36])[CH2:18][CH2:17][C:16]=2[S:15]3)[CH2:7][CH2:8]1)[CH3:2].[CH2:1]([C:3]1([NH:25][C:26](=[O:32])[O:27][C:28]([CH3:31])([CH3:30])[CH3:29])[CH2:4][CH2:5][CH:6]([O:9][C:10]2[N:11]=[CH:12][N:13]=[C:14]3[C:21]=2[C:20]2[C@@H:19]([CH2:22][C@@H:23]([OH:24])[CH3:36])[CH2:18][CH2:17][C:16]=2[S:15]3)[CH2:7][CH2:8]1)[CH3:2], predict the reactants needed to synthesize it. The reactants are: [CH2:1]([C:3]1([NH:25][C:26](=[O:32])[O:27][C:28]([CH3:31])([CH3:30])[CH3:29])[CH2:8][CH2:7][CH:6]([O:9][C:10]2[N:11]=[CH:12][N:13]=[C:14]3[C:21]=2[C:20]2[C@@H:19]([CH2:22][CH:23]=[O:24])[CH2:18][CH2:17][C:16]=2[S:15]3)[CH2:5][CH2:4]1)[CH3:2].C[Mg+].[Br-].[CH2:36]1COCC1. (4) Given the product [NH2:48][C:46]([C:37]1[O:38][C:39]2[CH:44]=[CH:43][C:42]([Br:45])=[CH:41][C:40]=2[C:36]=1[NH:35][C:17](=[O:19])[C@H:9]([CH2:10][C:11]1[CH:12]=[CH:13][CH:14]=[CH:15][CH:16]=1)[NH:8][C:6]([O:5][C:2]([CH3:1])([CH3:3])[CH3:4])=[O:7])=[O:47], predict the reactants needed to synthesize it. The reactants are: [CH3:1][C:2]([O:5][C:6]([NH:8][C@H:9]([C:17]([OH:19])=O)[CH2:10][C:11]1[CH:16]=[CH:15][CH:14]=[CH:13][CH:12]=1)=[O:7])([CH3:4])[CH3:3].N1C=CC=CC=1.N1C(F)=NC(F)=NC=1F.[NH2:35][C:36]1[C:40]2[CH:41]=[C:42]([Br:45])[CH:43]=[CH:44][C:39]=2[O:38][C:37]=1[C:46]([NH2:48])=[O:47].Cl. (5) The reactants are: [NH2:1][C:2]1[S:3][C:4]([C:10]2[CH:15]=[CH:14][C:13]([Cl:16])=[CH:12][CH:11]=2)=[CH:5][C:6]=1[C:7]([NH2:9])=[O:8].Br[C:18]1[N:23]=[C:22]([C:24]([OH:28])([CH3:27])[CH2:25][OH:26])[CH:21]=[CH:20][CH:19]=1. Given the product [Cl:16][C:13]1[CH:14]=[CH:15][C:10]([C:4]2[S:3][C:2]([NH:1][C:18]3[CH:19]=[CH:20][CH:21]=[C:22]([C:24]([OH:28])([CH3:27])[CH2:25][OH:26])[N:23]=3)=[C:6]([C:7]([NH2:9])=[O:8])[CH:5]=2)=[CH:11][CH:12]=1, predict the reactants needed to synthesize it. (6) The reactants are: [C:1]12([O:11][CH2:12][CH2:13][CH2:14][OH:15])[CH2:10][CH:5]3[CH2:6][CH:7]([CH2:9][CH:3]([CH2:4]3)[CH2:2]1)[CH2:8]2.C(N(CC)CC)C.[C:23]1([CH3:33])[CH:28]=[CH:27][C:26]([S:29](Cl)(=[O:31])=[O:30])=[CH:25][CH:24]=1.O. Given the product [C:1]12([O:11][CH2:12][CH2:13][CH2:14][O:15][S:29]([C:26]3[CH:27]=[CH:28][C:23]([CH3:33])=[CH:24][CH:25]=3)(=[O:31])=[O:30])[CH2:10][CH:5]3[CH2:6][CH:7]([CH2:9][CH:3]([CH2:4]3)[CH2:2]1)[CH2:8]2, predict the reactants needed to synthesize it. (7) Given the product [NH2:1][C:2]1[N:11]=[CH:10][C:9]2[C:8]([NH:20][C:19]3[CH:21]=[CH:22][CH:23]=[C:17]([N+:14]([O-:16])=[O:15])[CH:18]=3)=[N:7][CH:6]=[N:5][C:4]=2[CH:3]=1, predict the reactants needed to synthesize it. The reactants are: [NH2:1][C:2]1[N:11]=[CH:10][C:9]2[C:8](SC)=[N:7][CH:6]=[N:5][C:4]=2[CH:3]=1.[N+:14]([C:17]1[CH:18]=[C:19]([CH:21]=[CH:22][CH:23]=1)[NH2:20])([O-:16])=[O:15]. (8) Given the product [CH:12]1([C:15]2[N:16]=[C:8]([OH:10])[C:4]3[S:5][CH:6]=[CH:7][C:3]=3[N:2]=2)[CH2:14][CH2:13]1, predict the reactants needed to synthesize it. The reactants are: Cl.[NH2:2][C:3]1[CH:7]=[CH:6][S:5][C:4]=1[C:8]([O:10]C)=O.[CH:12]1([C:15]#[N:16])[CH2:14][CH2:13]1.[NH4+].[OH-]. (9) Given the product [C:35]([C:34]1[CH:38]=[CH:39][C:31]([C:29]#[C:30][C:21]2[CH:20]=[CH:19][C:18]([O:24][CH:25]([CH3:27])[CH3:26])=[C:17]([CH:22]=2)[C:16]([NH:15][CH:4]([CH2:5][C:6]2[C:14]3[C:9](=[CH:10][CH:11]=[CH:12][CH:13]=3)[NH:8][CH:7]=2)[CH2:3][C:1]#[N:2])=[O:28])=[CH:32][CH:33]=1)(=[O:36])[NH2:37], predict the reactants needed to synthesize it. The reactants are: [C:1]([CH2:3][CH:4]([NH:15][C:16](=[O:28])[C:17]1[CH:22]=[C:21](I)[CH:20]=[CH:19][C:18]=1[O:24][CH:25]([CH3:27])[CH3:26])[CH2:5][C:6]1[C:14]2[C:9](=[CH:10][CH:11]=[CH:12][CH:13]=2)[NH:8][CH:7]=1)#[N:2].[C:29]([C:31]1[CH:39]=[CH:38][C:34]([C:35]([NH2:37])=[O:36])=[CH:33][CH:32]=1)#[CH:30].CCCC[N+](CCCC)(CCCC)CCCC.[F-].